From a dataset of Reaction yield outcomes from USPTO patents with 853,638 reactions. Predict the reaction yield, written as a fraction of the theoretical maximum amount of product (1.0 means a 100% yield; for example, 0.34 means a 34% yield). (1) The catalyst is C(Cl)Cl. The reactants are [CH3:1][O:2][C:3](=[O:15])[CH2:4][CH2:5][C:6]1[CH:11]=[CH:10][C:9]([CH2:12]O)=[CH:8][C:7]=1[CH3:14].C(N(CC)CC)C.S(Cl)([Cl:25])=O.O. The yield is 0.910. The product is [CH3:1][O:2][C:3](=[O:15])[CH2:4][CH2:5][C:6]1[CH:11]=[CH:10][C:9]([CH2:12][Cl:25])=[CH:8][C:7]=1[CH3:14]. (2) The reactants are [H-].[Na+].[NH2:3][C:4]1[N:12]=[CH:11][N:10]=[C:9]2[C:5]=1[N:6]=[CH:7][N:8]2[C@H:13]1[C@@H:17]2[O:18][C:19]([CH3:22])([CH3:21])[O:20][C@@H:16]2[C@@H:15]([CH2:23]O)[O:14]1.[O:25]=[C:26]1[CH:30]([NH:31][C:32](=[O:38])[O:33][C:34]([CH3:37])([CH3:36])[CH3:35])[CH2:29][CH2:28][S:27]1.[CH3:39][O-:40].[Na+]. The catalyst is C1COCC1.CCOC(C)=O.CO. The product is [NH2:3][C:4]1[N:12]=[CH:11][N:10]=[C:9]2[C:5]=1[N:6]=[CH:7][N:8]2[C@H:13]1[C@@H:17]2[O:18][C:19]([CH3:21])([CH3:22])[O:20][C@@H:16]2[C@@H:15]([CH2:23][S:27][CH2:28][CH2:29][CH:30]([NH:31][C:32]([O:33][C:34]([CH3:37])([CH3:36])[CH3:35])=[O:38])[C:26]([O:40][CH3:39])=[O:25])[O:14]1. The yield is 0.590. (3) The reactants are [CH2:1]=[CH:2][CH2:3][CH2:4][CH:5]([OH:10])[CH2:6][CH2:7][CH:8]=[CH2:9].C1C=CC(P(C2C=CC=CC=2)C2C=CC=CC=2)=CC=1.[N+:30]([C:33]1[CH:38]=[CH:37][C:36](O)=[CH:35][CH:34]=1)([O-:32])=[O:31].CCOC(/N=N/C(OCC)=O)=O. The catalyst is C(OCC)(=O)C.CCCCCC.CCOCC.C1COCC1. The product is [N+:30]([C:33]1[CH:38]=[CH:37][C:36]([O:10][CH:5]([CH2:6][CH2:7][CH:8]=[CH2:9])[CH2:4][CH2:3][CH:2]=[CH2:1])=[CH:35][CH:34]=1)([O-:32])=[O:31]. The yield is 0.650. (4) The reactants are [OH:1][C:2]1[CH:9]=[CH:8][C:5]([CH:6]=[O:7])=[CH:4][C:3]=1[N+:10]([O-:12])=[O:11].[CH2:13](O)[CH2:14][OH:15].C1(C)C=CC(S([O-])(=O)=O)=CC=1.[NH+]1C=CC=CC=1. The catalyst is C1(C)C=CC=CC=1. The product is [O:7]1[CH2:13][CH2:14][O:15][CH:6]1[C:5]1[CH:8]=[CH:9][C:2]([OH:1])=[C:3]([N+:10]([O-:12])=[O:11])[CH:4]=1. The yield is 0.830. (5) The reactants are [N:1]1[CH:6]=[CH:5][CH:4]=[C:3]([CH3:7])[C:2]=1[CH3:8].ClC1C=CC=C(C(OO)=[O:17])C=1. The catalyst is C(Cl)(Cl)Cl. The product is [N+:1]1([O-:17])[CH:6]=[CH:5][CH:4]=[C:3]([CH3:7])[C:2]=1[CH3:8]. The yield is 0.830. (6) The reactants are [F:1][C:2]1[CH:7]=[CH:6][CH:5]=[CH:4][C:3]=1[CH2:8][O:9][C:10]1[CH:15]=[CH:14][C:13]([C@H:16]2[CH2:20][CH2:19][C@:18]3([CH2:24][CH2:23][NH:22][C:21]3=[O:25])[N:17]2C(OC(C)(C)C)=O)=[CH:12][CH:11]=1.C([Cl:36])(=O)C. The catalyst is CCOC(C)=O.CO. The product is [ClH:36].[F:1][C:2]1[CH:7]=[CH:6][CH:5]=[CH:4][C:3]=1[CH2:8][O:9][C:10]1[CH:11]=[CH:12][C:13]([C@H:16]2[CH2:20][CH2:19][C@:18]3([CH2:24][CH2:23][NH:22][C:21]3=[O:25])[NH:17]2)=[CH:14][CH:15]=1. The yield is 0.920. (7) The reactants are C([N:8]1[CH2:16][C:15]2[C:10](=[CH:11][CH:12]=[CH:13][C:14]=2[CH:17]=[CH2:18])[CH2:9]1)C1C=CC=CC=1.ClC(OC(Cl)C)=O. The catalyst is ClCCCl. The product is [CH:17]([C:14]1[CH:13]=[CH:12][CH:11]=[C:10]2[C:15]=1[CH2:16][NH:8][CH2:9]2)=[CH2:18]. The yield is 0.710. (8) The reactants are [Br:1][C:2]1[CH:6]=[N:5][N:4]([CH3:7])[C:3]=1[C:8]1[CH:9]=[C:10]([NH2:23])[CH:11]=[CH:12][C:13]=1[O:14][CH2:15][CH2:16][C:17]1[CH:22]=[CH:21][CH:20]=[CH:19][CH:18]=1.[Cl:24][C:25]1[CH:30]=[CH:29][C:28]([N:31]=[C:32]=[O:33])=[CH:27][CH:26]=1. The catalyst is C(Cl)Cl. The product is [Br:1][C:2]1[CH:6]=[N:5][N:4]([CH3:7])[C:3]=1[C:8]1[CH:9]=[C:10]([NH:23][C:32]([NH:31][C:28]2[CH:29]=[CH:30][C:25]([Cl:24])=[CH:26][CH:27]=2)=[O:33])[CH:11]=[CH:12][C:13]=1[O:14][CH2:15][CH2:16][C:17]1[CH:18]=[CH:19][CH:20]=[CH:21][CH:22]=1. The yield is 0.660.